This data is from Full USPTO retrosynthesis dataset with 1.9M reactions from patents (1976-2016). The task is: Predict the reactants needed to synthesize the given product. (1) The reactants are: C[S:2]([C:5]1[CH:10]=[CH:9][C:8]([N:11]2[CH:15]=[C:14]([C:16]([F:19])([F:18])[F:17])[N:13]=[C:12]2[C:20]2[CH:21]=[N:22][CH:23]=[CH:24][CH:25]=2)=[CH:7][CH:6]=1)(=[O:4])=[O:3].[CH3:26][Si:27]([CH3:55])([CH3:54])[CH2:28][CH2:29][S:30]([C:33]1[CH:38]=[CH:37][C:36]([N:39]2[CH:43]=[C:42]([C:44]([F:47])([F:46])[F:45])[N:41]=[C:40]2[C:48]2[CH:49]=[N:50][CH:51]=[CH:52][CH:53]=2)=[CH:35][CH:34]=1)(=[O:32])=[O:31].[N+:56](CCCC)(CCCC)(CCCC)CCCC.[F-].C([O-])(=O)C.[Na+].NOS(O)(=O)=O. Given the product [CH3:26][Si:27]([CH3:55])([CH3:54])[CH2:28][CH2:29][S:30]([C:33]1[CH:34]=[CH:35][C:36]([N:39]2[CH:43]=[C:42]([C:44]([F:45])([F:46])[F:47])[N:41]=[C:40]2[C:48]2[CH:49]=[N:50][CH:51]=[CH:52][CH:53]=2)=[CH:37][CH:38]=1)(=[O:31])=[O:32].[N:22]1[CH:23]=[CH:24][CH:25]=[C:20]([C:12]2[N:11]([C:8]3[CH:9]=[CH:10][C:5]([S:2]([NH2:56])(=[O:4])=[O:3])=[CH:6][CH:7]=3)[CH:15]=[C:14]([C:16]([F:19])([F:18])[F:17])[N:13]=2)[CH:21]=1, predict the reactants needed to synthesize it. (2) Given the product [C:18]([O:21][CH:22]1[C:23]([O:62][CH:68]([O:71][CH2:72][CH3:73])[CH3:69])([CH3:61])[CH2:24][CH2:25][CH:26]([O:53][Si:54]([C:57]([CH3:58])([CH3:60])[CH3:59])([CH3:56])[CH3:55])[CH2:27][C:28]([O:30][CH:31](/[C:36](/[CH3:52])=[CH:37]/[CH:38]=[CH:39]/[CH:40]([CH3:51])[CH2:41][CH:42]2[O:50][CH:43]2[CH:44]([CH3:49])[CH:45]([O:48][CH:63]([O:65][CH2:66][CH3:67])[CH3:64])[CH2:46][CH3:47])[CH:32]([CH3:35])[CH:33]=[CH:34]1)=[O:29])(=[O:20])[CH3:19], predict the reactants needed to synthesize it. The reactants are: C1(C)C=CC(S([O-])(=O)=O)=CC=1.[NH+]1C=CC=CC=1.[C:18]([O:21][CH:22]1[C:23]([OH:62])([CH3:61])[CH2:24][CH2:25][CH:26]([O:53][Si:54]([C:57]([CH3:60])([CH3:59])[CH3:58])([CH3:56])[CH3:55])[CH2:27][C:28]([O:30][CH:31](/[C:36](/[CH3:52])=[CH:37]/[CH:38]=[CH:39]/[CH:40]([CH3:51])[CH2:41][CH:42]2[O:50][CH:43]2[CH:44]([CH3:49])[CH:45]([OH:48])[CH2:46][CH3:47])[CH:32]([CH3:35])[CH:33]=[CH:34]1)=[O:29])(=[O:20])[CH3:19].[CH:63]([O:65][CH2:66][CH3:67])=[CH2:64].[C:68]([O:71][CH2:72][CH3:73])(=O)[CH3:69].